From a dataset of Reaction yield outcomes from USPTO patents with 853,638 reactions. Predict the reaction yield, written as a fraction of the theoretical maximum amount of product (1.0 means a 100% yield; for example, 0.34 means a 34% yield). (1) The reactants are Cl.[NH2:2][C@H:3]([C:6]([O:8][CH3:9])=[O:7])[CH2:4][OH:5].C(N(CC)CC)C.[F:17][C:18]1[CH:28]=[CH:27][CH:26]=[CH:25][C:19]=1[CH:20]=[CH:21][C:22](O)=[O:23].CCN=C=NCCCN(C)C.Cl. The catalyst is C(Cl)Cl. The product is [F:17][C:18]1[CH:28]=[CH:27][CH:26]=[CH:25][C:19]=1[CH:20]=[CH:21][C:22]([NH:2][C@H:3]([C:6]([O:8][CH3:9])=[O:7])[CH2:4][OH:5])=[O:23]. The yield is 0.980. (2) The reactants are Cl.Cl[CH2:3][CH2:4][N:5]([CH3:7])[CH3:6].[OH-].[Na+].[CH3:10][N:11]1[C:15]([CH:16]([C:18]2[CH:23]=[CH:22][CH:21]=[CH:20][CH:19]=2)[OH:17])=[CH:14][CH:13]=[N:12]1.O. The catalyst is [Cl-].C([N+](CC)(CC)CC)C1C=CC=CC=1.C1(C)C=CC=CC=1. The product is [CH3:6][N:5]([CH3:7])[CH2:4][CH2:3][O:17][CH:16]([C:15]1[N:11]([CH3:10])[N:12]=[CH:13][CH:14]=1)[C:18]1[CH:23]=[CH:22][CH:21]=[CH:20][CH:19]=1. The yield is 0.160. (3) The reactants are I[C:2]1[C:10]2[C:5](=[CH:6][CH:7]=[CH:8][CH:9]=2)[NH:4][N:3]=1.[NH:11]1[C:19]2[C:14](=[CH:15][CH:16]=[CH:17][CH:18]=2)[C:13]2([CH2:21][CH2:20]2)[C:12]1=[O:22].CC1(C)C(C)(C)OB(/[CH:31]=[CH:32]/[C:33]2[CH:34]=[N:35][CH:36]=[CH:37][CH:38]=2)O1.C(OCC)(=O)C. The catalyst is CN(C=O)C.O.C1C=CC([P]([Pd]([P](C2C=CC=CC=2)(C2C=CC=CC=2)C2C=CC=CC=2)([P](C2C=CC=CC=2)(C2C=CC=CC=2)C2C=CC=CC=2)[P](C2C=CC=CC=2)(C2C=CC=CC=2)C2C=CC=CC=2)(C2C=CC=CC=2)C2C=CC=CC=2)=CC=1. The product is [N:35]1[CH:36]=[CH:37][CH:38]=[C:33](/[CH:32]=[CH:31]/[C:2]2[C:10]3[C:5](=[CH:6][C:7]([C@H:20]4[C@@:13]5([C:14]6[C:19](=[CH:18][CH:17]=[CH:16][CH:15]=6)[NH:11][C:12]5=[O:22])[CH2:21]4)=[CH:8][CH:9]=3)[NH:4][N:3]=2)[CH:34]=1. The yield is 0.440.